The task is: Predict the product of the given reaction.. This data is from Forward reaction prediction with 1.9M reactions from USPTO patents (1976-2016). (1) Given the reactants Cl.[OH:2][C@H:3]1[CH2:7][NH:6][C@@H:5]([C:8]([O:10][CH3:11])=[O:9])[CH2:4]1.C(N(CC)CC)C.[C:19](O[C:19]([O:21][C:22]([CH3:25])([CH3:24])[CH3:23])=[O:20])([O:21][C:22]([CH3:25])([CH3:24])[CH3:23])=[O:20], predict the reaction product. The product is: [OH:2][C@H:3]1[CH2:7][N:6]([C:19]([O:21][C:22]([CH3:25])([CH3:24])[CH3:23])=[O:20])[C@@H:5]([C:8]([O:10][CH3:11])=[O:9])[CH2:4]1. (2) Given the reactants CO[CH:3]([O:13]C)[CH2:4][NH:5][CH2:6][CH2:7][N:8]([CH2:11][CH3:12])[CH2:9][CH3:10].C(N([CH:21]([CH3:23])C)C(C)C)C.C([CH:26]([CH2:30][C:31](Cl)=[O:32])[C:27](Cl)=[O:28])C.FC(F)(F)C(O)=[O:37], predict the reaction product. The product is: [CH2:11]([N:8]([CH2:9][CH3:10])[CH2:7][CH2:6][N:5]([CH2:4][CH:3]=[O:13])[C:31](=[O:32])[CH2:30][CH2:26][C:27]([O:28][CH2:21][CH3:23])=[O:37])[CH3:12]. (3) Given the reactants [O:1]1[C:5]2[CH:6]=[CH:7][CH:8]=[CH:9][C:4]=2[CH:3]=[C:2]1[CH:10]([C:26]1[CH:31]=[CH:30][CH:29]=[C:28]([N+:32]([O-])=O)[CH:27]=1)[NH:11][S:12]([C:15]1[CH:25]=[CH:24][C:18]2[O:19][CH2:20][CH2:21][CH2:22][O:23][C:17]=2[CH:16]=1)(=[O:14])=[O:13].C(O)C.[Cl-].[NH4+], predict the reaction product. The product is: [NH2:32][C:28]1[CH:27]=[C:26]([CH:10]([C:2]2[O:1][C:5]3[CH:6]=[CH:7][CH:8]=[CH:9][C:4]=3[CH:3]=2)[NH:11][S:12]([C:15]2[CH:25]=[CH:24][C:18]3[O:19][CH2:20][CH2:21][CH2:22][O:23][C:17]=3[CH:16]=2)(=[O:14])=[O:13])[CH:31]=[CH:30][CH:29]=1. (4) Given the reactants Br[C:2]1[CH:7]=[CH:6][C:5]([C:8]2[N:9]=[C:10]([C:13]3[CH:17]=[C:16]([CH3:18])[N:15]([CH2:19][C:20]4[CH:25]=[CH:24][C:23]([CH3:26])=[CH:22][CH:21]=4)[N:14]=3)[O:11][CH:12]=2)=[CH:4][CH:3]=1.[NH:27]1[CH2:32][CH2:31][CH2:30][CH2:29][CH2:28]1.P([O-])([O-])([O-])=O.[K+].[K+].[K+].C1(P(C2CCCCC2)C2C=CC=CC=2C2C=CC=CC=2)CCCCC1, predict the reaction product. The product is: [CH3:18][C:16]1[N:15]([CH2:19][C:20]2[CH:25]=[CH:24][C:23]([CH3:26])=[CH:22][CH:21]=2)[N:14]=[C:13]([C:10]2[O:11][CH:12]=[C:8]([C:5]3[CH:6]=[CH:7][C:2]([N:27]4[CH2:32][CH2:31][CH2:30][CH2:29][CH2:28]4)=[CH:3][CH:4]=3)[N:9]=2)[CH:17]=1. (5) Given the reactants [O:1]=[C:2]1[CH2:7][O:6][C:5]2[CH:8]=[CH:9][C:10]([CH2:12][NH:13][CH:14]3[CH2:19][CH2:18][N:17]([CH2:20][CH2:21][N:22]4[C:31]5[C:26](=[N:27][CH:28]=[C:29]([O:32][CH3:33])[CH:30]=5)[CH:25]=[CH:24][C:23]4=[O:34])[CH2:16][CH2:15]3)=[N:11][C:4]=2[NH:3]1.[ClH:35].C(OCC)(=O)C, predict the reaction product. The product is: [ClH:35].[O:1]=[C:2]1[CH2:7][O:6][C:5]2[CH:8]=[CH:9][C:10]([CH2:12][NH:13][CH:14]3[CH2:15][CH2:16][N:17]([CH2:20][CH2:21][N:22]4[C:31]5[C:26](=[N:27][CH:28]=[C:29]([O:32][CH3:33])[CH:30]=5)[CH:25]=[CH:24][C:23]4=[O:34])[CH2:18][CH2:19]3)=[N:11][C:4]=2[NH:3]1. (6) Given the reactants FC1C=C([C@@H]2CCCC(=O)N2[C:16]([O:18]C(C)(C)C)=[O:17])C=C(F)C=1.[F:23][C:24]1[CH:25]=[C:26]([C@H:31]2[N:36]([C:37](OC(C)(C)C)=O)[C:35](=[O:44])[C@H:34]([CH3:45])[CH2:33][CH2:32]2)[CH:27]=[C:28]([F:30])[CH:29]=1, predict the reaction product. The product is: [F:30][C:28]1[CH:27]=[C:26]([C@H:31]2[N:36]([CH2:37][C:16]([OH:18])=[O:17])[C:35](=[O:44])[C@H:34]([CH3:45])[CH2:33][CH2:32]2)[CH:25]=[C:24]([F:23])[CH:29]=1. (7) Given the reactants [CH2:1]([CH:3]([N:6]1[C:18]2[C:17]3[CH:16]=[CH:15][N:14]=[C:13]([C:19]4[C:24]([CH3:25])=[CH:23][C:22]([CH3:26])=[CH:21][C:20]=4[CH3:27])[C:12]=3[N:11]=[C:10]([CH3:28])[C:9]=2[CH2:8][CH2:7]1)[CH2:4][CH3:5])[CH3:2], predict the reaction product. The product is: [CH2:1]([CH:3]([N:6]1[C:18]2[C:17]3[CH:16]=[CH:15][N:14]=[C:13]([C:19]4[C:24]([CH3:25])=[CH:23][C:22]([CH3:26])=[CH:21][C:20]=4[CH3:27])[C:12]=3[N:11]=[C:10]([CH3:28])[C:9]=2[CH:8]=[CH:7]1)[CH2:4][CH3:5])[CH3:2]. (8) Given the reactants O=S(Cl)Cl.[N+:5]([C:8]1[CH:9]=[C:10]([CH:14]=[C:15]([N+:17]([O-:19])=[O:18])[CH:16]=1)[C:11]([OH:13])=[O:12])([O-:7])=[O:6].[CH3:20]O, predict the reaction product. The product is: [N+:5]([C:8]1[CH:9]=[C:10]([CH:14]=[C:15]([N+:17]([O-:19])=[O:18])[CH:16]=1)[C:11]([O:13][CH3:20])=[O:12])([O-:7])=[O:6].